Regression. Given a peptide amino acid sequence and an MHC pseudo amino acid sequence, predict their binding affinity value. This is MHC class II binding data. From a dataset of Peptide-MHC class II binding affinity with 134,281 pairs from IEDB. (1) The peptide sequence is APCRIPVIVADDLTA. The MHC is DRB1_0701 with pseudo-sequence DRB1_0701. The binding affinity (normalized) is 0.334. (2) The peptide sequence is TFKVAATAANAAPAN. The MHC is DRB1_0701 with pseudo-sequence DRB1_0701. The binding affinity (normalized) is 0.455.